Dataset: Full USPTO retrosynthesis dataset with 1.9M reactions from patents (1976-2016). Task: Predict the reactants needed to synthesize the given product. (1) The reactants are: [C:1]([O:5][C:6]([NH:8][CH2:9][CH2:10][CH2:11][NH:12][CH2:13][C:14]#[CH:15])=[O:7])([CH3:4])([CH3:3])[CH3:2].[CH3:16][C:17]([O:20][C:21](O[C:21]([O:20][C:17]([CH3:19])([CH3:18])[CH3:16])=[O:22])=[O:22])([CH3:19])[CH3:18]. Given the product [C:1]([O:5][C:6]([NH:8][CH2:9][CH2:10][CH2:11][N:12]([CH2:13][C:14]#[CH:15])[C:21]([O:20][C:17]([CH3:19])([CH3:18])[CH3:16])=[O:22])=[O:7])([CH3:4])([CH3:3])[CH3:2], predict the reactants needed to synthesize it. (2) Given the product [Br:1][C:5]1[C:4]([CH2:2][CH3:3])=[CH:10][C:9]([CH3:11])=[CH:8][C:7]=1[CH2:12][CH3:13], predict the reactants needed to synthesize it. The reactants are: [BrH:1].[CH2:2]([C:4]1[CH:10]=[C:9]([CH3:11])[CH:8]=[C:7]([CH2:12][CH3:13])[C:5]=1N)[CH3:3].[Br-].[Na+].N(OCCC(C)C)=O. (3) The reactants are: [CH:1]1([CH2:6][CH:7]([N:11]2[C:16](=[O:17])[CH:15]=[C:14]([O:18][C:19]3[N:24]=[C:23]([C:25]([F:28])([F:27])[F:26])[CH:22]=[CH:21][N:20]=3)[CH:13]=[N:12]2)[C:8](O)=[O:9])[CH2:5][CH2:4][CH2:3][CH2:2]1.[CH3:29][C:30]1([CH3:42])[O:34][C@H:33]([CH2:35][N:36]2[CH:40]=[CH:39][C:38]([NH2:41])=[N:37]2)[CH2:32][O:31]1. Given the product [CH:1]1([CH2:6][CH:7]([N:11]2[C:16](=[O:17])[CH:15]=[C:14]([O:18][C:19]3[N:24]=[C:23]([C:25]([F:26])([F:28])[F:27])[CH:22]=[CH:21][N:20]=3)[CH:13]=[N:12]2)[C:8]([NH:41][C:38]2[CH:39]=[CH:40][N:36]([CH2:35][C@@H:33]3[CH2:32][O:31][C:30]([CH3:42])([CH3:29])[O:34]3)[N:37]=2)=[O:9])[CH2:2][CH2:3][CH2:4][CH2:5]1, predict the reactants needed to synthesize it. (4) Given the product [F:1][C:2]1[CH:3]=[CH:4][C:5]([N:8]([C:11]([N:12]2[C@H:16]([CH3:18])[CH2:17][CH2:20][CH2:14][C@@H:13]2[CH3:15])=[O:19])[NH2:9])=[N:6][CH:7]=1, predict the reactants needed to synthesize it. The reactants are: [F:1][C:2]1[CH:3]=[CH:4][C:5]([NH:8][NH2:9])=[N:6][CH:7]=1.C[CH2:11][N:12]([CH:16]([CH3:18])[CH3:17])[CH:13]([CH3:15])[CH3:14].[OH2:19].[CH2:20](Cl)Cl. (5) Given the product [F:52][C:51]([F:54])([F:53])[S:48]([O:29][C:7]1[N:8]=[C:9]([N:23]2[CH2:24][CH2:25][O:26][CH2:27][CH2:28]2)[CH:10]=[C:11]2[C:6]=1[N:5]([C:30](=[O:32])[CH3:31])[CH:4]([CH:1]1[CH2:3][CH2:2]1)[CH:13]([CH3:14])[CH:12]2[NH:15][C:16]1[CH:21]=[CH:20][CH:19]=[C:18]([CH3:22])[N:17]=1)(=[O:50])=[O:49], predict the reactants needed to synthesize it. The reactants are: [CH:1]1([C@H:4]2[C@H:13]([CH3:14])[C@@H:12]([NH:15][C:16]3[CH:21]=[CH:20][CH:19]=[C:18]([CH3:22])[N:17]=3)[C:11]3[C:6](=[C:7]([OH:29])[N:8]=[C:9]([N:23]4[CH2:28][CH2:27][O:26][CH2:25][CH2:24]4)[CH:10]=3)[N:5]2[C:30](=[O:32])[CH3:31])[CH2:3][CH2:2]1.C(N(CC)CC)C.ClC1C=CC(N([S:48]([C:51]([F:54])([F:53])[F:52])(=[O:50])=[O:49])[S:48]([C:51]([F:54])([F:53])[F:52])(=[O:50])=[O:49])=NC=1.